This data is from Full USPTO retrosynthesis dataset with 1.9M reactions from patents (1976-2016). The task is: Predict the reactants needed to synthesize the given product. (1) Given the product [Cl:25][C:21]1[CH:20]=[C:19]([CH:18]2[C:12]([C:13]([O:15][CH2:16][CH3:17])=[O:14])=[C:9]([CH3:10])[NH:1][C:2]3[N:6]([CH2:7][CH3:8])[N:5]=[CH:4][C:3]2=3)[CH:24]=[CH:23][CH:22]=1, predict the reactants needed to synthesize it. The reactants are: [NH2:1][C:2]1[N:6]([CH2:7][CH3:8])[N:5]=[CH:4][CH:3]=1.[C:9]([C:12](=[CH:18][C:19]1[CH:24]=[CH:23][CH:22]=[C:21]([Cl:25])[CH:20]=1)[C:13]([O:15][CH2:16][CH3:17])=[O:14])(=O)[CH3:10]. (2) Given the product [N:28]1[CH:29]=[CH:30][CH:31]=[CH:32][C:27]=1[C:4]([C:6]1[N:7]=[CH:8][N:9]([C:11]2[CH:12]=[C:13]([C:17]3[C:18]([C:23]#[N:24])=[CH:19][CH:20]=[CH:21][CH:22]=3)[CH:14]=[CH:15][CH:16]=2)[CH:10]=1)=[O:5], predict the reactants needed to synthesize it. The reactants are: CON(C)[C:4]([C:6]1[N:7]=[CH:8][N:9]([C:11]2[CH:12]=[C:13]([C:17]3[CH:22]=[CH:21][CH:20]=[CH:19][C:18]=3[C:23]#[N:24])[CH:14]=[CH:15][CH:16]=2)[CH:10]=1)=[O:5].Br[C:27]1[CH:32]=[CH:31][CH:30]=[CH:29][N:28]=1. (3) Given the product [CH2:21]([Sn:12]([CH2:13][CH2:14][CH2:15][CH3:16])([CH2:17][CH2:18][CH2:19][CH3:20])[C:2]1[N:3]=[CH:4][N:5]([CH3:7])[CH:6]=1)[CH2:22][CH2:23][CH3:24], predict the reactants needed to synthesize it. The reactants are: I[C:2]1[N:3]=[CH:4][N:5]([CH3:7])[CH:6]=1.CC[Mg+].[Br-].[Sn:12](Cl)([CH2:21][CH2:22][CH2:23][CH3:24])([CH2:17][CH2:18][CH2:19][CH3:20])[CH2:13][CH2:14][CH2:15][CH3:16]. (4) Given the product [CH2:17]([O:19][C:20]([CH2:22][CH2:23][C:24]([N:3]1[CH2:8][CH2:7][C:6](=[O:9])[CH2:5][CH2:4]1)=[O:25])=[O:21])[CH3:18], predict the reactants needed to synthesize it. The reactants are: Cl.O.[NH:3]1[CH2:8][CH2:7][C:6](=[O:9])[CH2:5][CH2:4]1.C(N(CC)CC)C.[CH2:17]([O:19][C:20]([CH2:22][CH2:23][C:24](Cl)=[O:25])=[O:21])[CH3:18].